From a dataset of Forward reaction prediction with 1.9M reactions from USPTO patents (1976-2016). Predict the product of the given reaction. (1) The product is: [CH3:1][C@@:2]1([CH2:13][O:14][C:15]2[CH:16]=[CH:17][C:18]([N:21]3[CH2:26][CH2:25][S:24](=[O:35])[CH2:23][CH2:22]3)=[CH:19][CH:20]=2)[O:6][C:5]2=[N:7][C:8]([N+:10]([O-:12])=[O:11])=[CH:9][N:4]2[CH2:3]1. Given the reactants [CH3:1][C@@:2]1([CH2:13][O:14][C:15]2[CH:20]=[CH:19][C:18]([N:21]3[CH2:26][CH2:25][S:24][CH2:23][CH2:22]3)=[CH:17][CH:16]=2)[O:6][C:5]2=[N:7][C:8]([N+:10]([O-:12])=[O:11])=[CH:9][N:4]2[CH2:3]1.ClC1C=CC=C(C(OO)=[O:35])C=1, predict the reaction product. (2) Given the reactants [CH2:1]([N:8]1[CH2:12][CH2:11][C:10]2([C:20]3[C:15](=[CH:16][CH:17]=[CH:18][C:19]=3[CH2:21][NH2:22])[NH:14][CH2:13]2)[CH2:9]1)[C:2]1[CH:7]=[CH:6][CH:5]=[CH:4][CH:3]=1.[CH3:23][C:24]([O:27][C:28](O[C:28]([O:27][C:24]([CH3:26])([CH3:25])[CH3:23])=[O:29])=[O:29])([CH3:26])[CH3:25], predict the reaction product. The product is: [CH2:1]([N:8]1[CH2:12][CH2:11][C:10]2([C:20]3[C:15](=[CH:16][CH:17]=[CH:18][C:19]=3[CH2:21][NH:22][C:28](=[O:29])[O:27][C:24]([CH3:26])([CH3:25])[CH3:23])[NH:14][CH2:13]2)[CH2:9]1)[C:2]1[CH:7]=[CH:6][CH:5]=[CH:4][CH:3]=1.